Dataset: Reaction yield outcomes from USPTO patents with 853,638 reactions. Task: Predict the reaction yield, written as a fraction of the theoretical maximum amount of product (1.0 means a 100% yield; for example, 0.34 means a 34% yield). (1) The reactants are [CH2:1]([S:3]([C:6]1[CH:7]=[CH:8][C:9]([OH:30])=[C:10]([C:12]2[C:21]3[C:16](=[CH:17][CH:18]=[C:19]([C:22]4[CH:23]=[N:24][N:25]([CH3:27])[CH:26]=4)[CH:20]=3)[C:15](=[O:28])[N:14]([CH3:29])[CH:13]=2)[CH:11]=1)(=[O:5])=[O:4])[CH3:2].[CH2:31](I)[CH3:32].C([O-])([O-])=O.[K+].[K+]. The catalyst is CC(C)=O. The product is [CH2:31]([O:30][C:9]1[CH:8]=[CH:7][C:6]([S:3]([CH2:1][CH3:2])(=[O:4])=[O:5])=[CH:11][C:10]=1[C:12]1[C:21]2[C:16](=[CH:17][CH:18]=[C:19]([C:22]3[CH:23]=[N:24][N:25]([CH3:27])[CH:26]=3)[CH:20]=2)[C:15](=[O:28])[N:14]([CH3:29])[CH:13]=1)[CH3:32]. The yield is 0.600. (2) The reactants are Br[CH2:2][C:3]1[C:12](=[O:13])[C:11]2[C:6](=[CH:7][CH:8]=[CH:9][CH:10]=2)[O:5][C:4]=1[C:14]1[CH:19]=[CH:18][C:17]([OH:20])=[CH:16][CH:15]=1.[CH3:21][O-:22].[Na+].CO. The catalyst is CC(O)=O. The product is [OH:20][C:17]1[CH:18]=[CH:19][C:14]([C:4]2[O:5][C:6]3[C:11]([C:12](=[O:13])[C:3]=2[CH2:2][O:22][CH3:21])=[CH:10][CH:9]=[CH:8][CH:7]=3)=[CH:15][CH:16]=1. The yield is 0.350.